Dataset: NCI-60 drug combinations with 297,098 pairs across 59 cell lines. Task: Regression. Given two drug SMILES strings and cell line genomic features, predict the synergy score measuring deviation from expected non-interaction effect. (1) Drug 1: COC1=CC(=CC(=C1O)OC)C2C3C(COC3=O)C(C4=CC5=C(C=C24)OCO5)OC6C(C(C7C(O6)COC(O7)C8=CC=CS8)O)O. Drug 2: C1C(C(OC1N2C=NC(=NC2=O)N)CO)O. Cell line: NCI-H322M. Synergy scores: CSS=9.20, Synergy_ZIP=-4.83, Synergy_Bliss=0.0432, Synergy_Loewe=1.28, Synergy_HSA=2.18. (2) Drug 1: CCC1(CC2CC(C3=C(CCN(C2)C1)C4=CC=CC=C4N3)(C5=C(C=C6C(=C5)C78CCN9C7C(C=CC9)(C(C(C8N6C)(C(=O)OC)O)OC(=O)C)CC)OC)C(=O)OC)O.OS(=O)(=O)O. Drug 2: CC1CCCC2(C(O2)CC(NC(=O)CC(C(C(=O)C(C1O)C)(C)C)O)C(=CC3=CSC(=N3)C)C)C. Cell line: UACC62. Synergy scores: CSS=39.8, Synergy_ZIP=2.74, Synergy_Bliss=1.27, Synergy_Loewe=-7.59, Synergy_HSA=0.273. (3) Drug 1: COC1=C(C=C2C(=C1)N=CN=C2NC3=CC(=C(C=C3)F)Cl)OCCCN4CCOCC4. Drug 2: C1=C(C(=O)NC(=O)N1)N(CCCl)CCCl. Cell line: UACC-257. Synergy scores: CSS=18.8, Synergy_ZIP=-3.82, Synergy_Bliss=2.12, Synergy_Loewe=-0.331, Synergy_HSA=3.60. (4) Drug 1: C1CC(=O)NC(=O)C1N2C(=O)C3=CC=CC=C3C2=O. Drug 2: C1C(C(OC1N2C=NC3=C2NC=NCC3O)CO)O. Cell line: T-47D. Synergy scores: CSS=9.11, Synergy_ZIP=-3.28, Synergy_Bliss=-2.18, Synergy_Loewe=-1.69, Synergy_HSA=-0.168. (5) Drug 1: CCC1=CC2CC(C3=C(CN(C2)C1)C4=CC=CC=C4N3)(C5=C(C=C6C(=C5)C78CCN9C7C(C=CC9)(C(C(C8N6C)(C(=O)OC)O)OC(=O)C)CC)OC)C(=O)OC.C(C(C(=O)O)O)(C(=O)O)O. Drug 2: CC(C)NC(=O)C1=CC=C(C=C1)CNNC.Cl. Cell line: TK-10. Synergy scores: CSS=11.0, Synergy_ZIP=-1.96, Synergy_Bliss=1.36, Synergy_Loewe=-23.0, Synergy_HSA=-0.540. (6) Drug 1: CC1=C(C(CCC1)(C)C)C=CC(=CC=CC(=CC(=O)O)C)C. Drug 2: CCN(CC)CCCC(C)NC1=C2C=C(C=CC2=NC3=C1C=CC(=C3)Cl)OC. Cell line: SK-OV-3. Synergy scores: CSS=14.3, Synergy_ZIP=-5.74, Synergy_Bliss=-2.15, Synergy_Loewe=-9.08, Synergy_HSA=-1.88. (7) Drug 2: C1C(C(OC1N2C=NC3=C2NC=NCC3O)CO)O. Cell line: OVCAR-4. Synergy scores: CSS=-0.538, Synergy_ZIP=0.699, Synergy_Bliss=0.442, Synergy_Loewe=-2.20, Synergy_HSA=-2.80. Drug 1: CN(C(=O)NC(C=O)C(C(C(CO)O)O)O)N=O. (8) Drug 1: CC1C(C(CC(O1)OC2CC(OC(C2O)C)OC3=CC4=CC5=C(C(=O)C(C(C5)C(C(=O)C(C(C)O)O)OC)OC6CC(C(C(O6)C)O)OC7CC(C(C(O7)C)O)OC8CC(C(C(O8)C)O)(C)O)C(=C4C(=C3C)O)O)O)O. Drug 2: C1CN(CCN1C(=O)CCBr)C(=O)CCBr. Cell line: T-47D. Synergy scores: CSS=14.0, Synergy_ZIP=-1.32, Synergy_Bliss=-1.18, Synergy_Loewe=-16.9, Synergy_HSA=-1.41. (9) Drug 1: CC1C(C(=O)NC(C(=O)N2CCCC2C(=O)N(CC(=O)N(C(C(=O)O1)C(C)C)C)C)C(C)C)NC(=O)C3=C4C(=C(C=C3)C)OC5=C(C(=O)C(=C(C5=N4)C(=O)NC6C(OC(=O)C(N(C(=O)CN(C(=O)C7CCCN7C(=O)C(NC6=O)C(C)C)C)C)C(C)C)C)N)C. Drug 2: CC1=C(N=C(N=C1N)C(CC(=O)N)NCC(C(=O)N)N)C(=O)NC(C(C2=CN=CN2)OC3C(C(C(C(O3)CO)O)O)OC4C(C(C(C(O4)CO)O)OC(=O)N)O)C(=O)NC(C)C(C(C)C(=O)NC(C(C)O)C(=O)NCCC5=NC(=CS5)C6=NC(=CS6)C(=O)NCCC[S+](C)C)O. Cell line: MCF7. Synergy scores: CSS=12.3, Synergy_ZIP=-6.49, Synergy_Bliss=-6.41, Synergy_Loewe=-6.48, Synergy_HSA=-6.32.